Dataset: Full USPTO retrosynthesis dataset with 1.9M reactions from patents (1976-2016). Task: Predict the reactants needed to synthesize the given product. (1) Given the product [C:1]1([C:23]2[CH:24]=[CH:25][CH:26]=[CH:27][CH:28]=2)[CH:2]=[CH:3][C:4]([CH2:7][C@@H:8]([NH:15][C:16]([O:18][C:19]([CH3:22])([CH3:21])[CH3:20])=[O:17])[CH2:9][C:10](=[CH2:14])[C:11]([O:13][CH2:33][CH3:34])=[O:12])=[CH:5][CH:6]=1.[C:1]1([C:23]2[CH:24]=[CH:25][CH:26]=[CH:27][CH:28]=2)[CH:2]=[CH:3][C:4]([CH2:7][C@@H:8]([NH:15][C:16]([O:18][C:19]([CH3:22])([CH3:21])[CH3:20])=[O:17])[CH2:9][C:10](=[CH2:14])[C:11]([OH:13])=[O:12])=[CH:5][CH:6]=1, predict the reactants needed to synthesize it. The reactants are: [C:1]1([C:23]2[CH:28]=[CH:27][CH:26]=[CH:25][CH:24]=2)[CH:6]=[CH:5][C:4]([CH2:7][C@@H:8]([NH:15][C:16]([O:18][C:19]([CH3:22])([CH3:21])[CH3:20])=[O:17])[CH2:9][C:10](=[CH2:14])[C:11]([OH:13])=[O:12])=[CH:3][CH:2]=1.C(=O)([O-])[O-].[CH2:33](I)[CH3:34].C(OC(C)C)(=O)C. (2) Given the product [CH2:33]([O:32][C:30](=[O:31])[C:29]1[CH:35]=[CH:36][C:26]([NH:25][C:20]([C:17]2[CH:18]=[CH:19][C:14]3[O:13][CH2:12][N:11]([S:8]([C:6]4[CH:7]=[C:2]([Cl:1])[CH:3]=[CH:4][C:5]=4[O:23][CH3:24])(=[O:9])=[O:10])[C:15]=3[CH:16]=2)=[O:22])=[CH:27][C:28]=1[Cl:37])[CH3:34], predict the reactants needed to synthesize it. The reactants are: [Cl:1][C:2]1[CH:3]=[CH:4][C:5]([O:23][CH3:24])=[C:6]([S:8]([N:11]2[C:15]3[CH:16]=[C:17]([C:20]([OH:22])=O)[CH:18]=[CH:19][C:14]=3[O:13][CH2:12]2)(=[O:10])=[O:9])[CH:7]=1.[NH2:25][C:26]1[CH:36]=[CH:35][C:29]([C:30]([O:32][CH2:33][CH3:34])=[O:31])=[C:28]([Cl:37])[CH:27]=1.CN1CCOCC1.F[P-](F)(F)(F)(F)F.N1(OC(N(C)C)=[N+](C)C)C2N=CC=CC=2N=N1. (3) Given the product [CH:1]([O:3][CH2:4][CH2:5][CH2:6][CH2:7][O:8][C:9]1[CH:10]=[C:11]([CH2:12][N:26]([CH3:27])[CH3:25])[CH:14]=[C:15]([O:17][CH2:18][CH2:19][CH2:20][CH2:21][O:22][CH:23]=[CH2:24])[CH:16]=1)=[CH2:2], predict the reactants needed to synthesize it. The reactants are: [CH:1]([O:3][CH2:4][CH2:5][CH2:6][CH2:7][O:8][C:9]1[CH:10]=[C:11]([CH:14]=[C:15]([O:17][CH2:18][CH2:19][CH2:20][CH2:21][O:22][CH:23]=[CH2:24])[CH:16]=1)[CH:12]=O)=[CH2:2].[CH3:25][NH:26][CH3:27].C(O)(=O)C.C(O[BH-](OC(=O)C)OC(=O)C)(=O)C.[Na+].C(=O)(O)[O-].[Na+].